Dataset: Experimentally validated miRNA-target interactions with 360,000+ pairs, plus equal number of negative samples. Task: Binary Classification. Given a miRNA mature sequence and a target amino acid sequence, predict their likelihood of interaction. The miRNA is hsa-miR-324-3p with sequence CCCACUGCCCCAGGUGCUGCUGG. The protein sequence of the target gene is MAESASPPSSSAAAPAAEPGVTTEQPGPRSPPSSPPGLEEPLDGADPHVPHPDLAPIAFFCLRQTTSPRNWCIKMVCNPWFECVSMLVILLNCVTLGMYQPCDDMDCLSDRCKILQVFDDFIFIFFAMEMVLKMVALGIFGKKCYLGDTWNRLDFFIVMAGMVEYSLDLQNINLSAIRTVRVLRPLKAINRVPSMRILVNLLLDTLPMLGNVLLLCFFVFFIFGIIGVQLWAGLLRNRCFLEENFTIQGDVALPPYYQPEEDDEMPFICSLSGDNGIMGCHEIPPLKEQGRECCLSKDDV.... Result: 1 (interaction).